This data is from Reaction yield outcomes from USPTO patents with 853,638 reactions. The task is: Predict the reaction yield, written as a fraction of the theoretical maximum amount of product (1.0 means a 100% yield; for example, 0.34 means a 34% yield). (1) The reactants are [CH3:1][O:2][C:3](=[O:18])[CH:4]([C:11]1[CH:16]=[CH:15][C:14](I)=[CH:13][CH:12]=1)[CH2:5][CH:6]1[CH2:10][CH2:9][CH2:8][CH2:7]1.[N:19]1[CH:24]=[CH:23][CH:22]=[C:21](B(O)O)[CH:20]=1.C(=O)([O-])[O-].[Na+].[Na+]. The catalyst is COCCOC.O.Cl[Pd](Cl)([P](C1C=CC=CC=1)(C1C=CC=CC=1)C1C=CC=CC=1)[P](C1C=CC=CC=1)(C1C=CC=CC=1)C1C=CC=CC=1. The product is [CH3:1][O:2][C:3](=[O:18])[CH:4]([C:11]1[CH:16]=[CH:15][C:14]([C:21]2[CH:20]=[N:19][CH:24]=[CH:23][CH:22]=2)=[CH:13][CH:12]=1)[CH2:5][CH:6]1[CH2:10][CH2:9][CH2:8][CH2:7]1. The yield is 0.920. (2) The reactants are [CH3:1][N:2]([CH3:9])[CH:3]1[CH2:7][CH2:6][S:5][C:4]1=[O:8].[OH:10]P(O)(O)=O.[N:15]1[CH:20]=[CH:19][CH:18]=[CH:17][C:16]=1[S:21][S:21][C:16]1[CH:17]=[CH:18][CH:19]=[CH:20][N:15]=1. The catalyst is [OH-].[Na+].CO. The product is [CH3:1][N:2]([CH3:9])[CH:3]([CH2:7][CH2:6][S:5][S:21][C:16]1[CH:17]=[CH:18][CH:19]=[CH:20][N:15]=1)[C:4]([OH:10])=[O:8]. The yield is 0.206. (3) The yield is 0.650. The catalyst is C1C=CC([P]([Pd]([P](C2C=CC=CC=2)(C2C=CC=CC=2)C2C=CC=CC=2)([P](C2C=CC=CC=2)(C2C=CC=CC=2)C2C=CC=CC=2)[P](C2C=CC=CC=2)(C2C=CC=CC=2)C2C=CC=CC=2)(C2C=CC=CC=2)C2C=CC=CC=2)=CC=1.O. The reactants are Br[C:2]1[CH:14]=[CH:13][C:12]2[C:11]3[C:6](=[CH:7][C:8](Br)=[CH:9][CH:10]=3)[C:5]([CH2:18][CH3:19])([CH2:16][CH3:17])[C:4]=2[CH:3]=1.[CH2:20]([O:28][C:29]1[CH:34]=[CH:33][C:32]([C:35]2[CH:40]=[CH:39][C:38](B(O)O)=[CH:37][CH:36]=2)=[CH:31][CH:30]=1)[CH2:21][CH2:22][CH2:23][CH2:24][CH2:25][CH2:26][CH3:27].C(=O)([O-])[O-].[Na+].[Na+].CO[CH2:52][CH2:53][O:54][CH3:55]. The product is [CH2:16]([C:5]1([CH2:18][CH3:19])[C:4]2[CH:3]=[C:2]([C:38]3[CH:39]=[CH:40][C:35]([C:32]4[CH:33]=[CH:34][C:29]([O:28][CH2:20][CH2:21][CH2:22][CH2:23][CH2:24][CH2:25][CH2:26][CH3:27])=[CH:30][CH:31]=4)=[CH:36][CH:37]=3)[CH:14]=[CH:13][C:12]=2[C:11]2[C:6]1=[CH:7][C:8]([C:29]1[CH:30]=[CH:31][C:32]([C:35]3[CH:36]=[CH:37][C:53]([O:54][CH2:55][CH2:26][CH2:25][CH2:24][CH2:23][CH2:22][CH2:21][CH3:20])=[CH:52][CH:40]=3)=[CH:33][CH:34]=1)=[CH:9][CH:10]=2)[CH3:17].